This data is from Forward reaction prediction with 1.9M reactions from USPTO patents (1976-2016). The task is: Predict the product of the given reaction. (1) Given the reactants [F:1][C:2]1[CH:3]=[C:4]([CH:8]=[CH:9][C:10]=1[CH3:11])[C:5]([OH:7])=O.C(Cl)(=O)C(Cl)=O.[I:18][C:19]1[CH:20]=[C:21]([CH:23]=[CH:24][C:25]=1[CH3:26])[NH2:22].C([O-])([O-])=O.[K+].[K+], predict the reaction product. The product is: [F:1][C:2]1[CH:3]=[C:4]([CH:8]=[CH:9][C:10]=1[CH3:11])[C:5]([NH:22][C:21]1[CH:23]=[CH:24][C:25]([CH3:26])=[C:19]([I:18])[CH:20]=1)=[O:7]. (2) Given the reactants [C@H:1]12[CH2:6][C@H:5]1[CH2:4][C@@H:3]([CH2:7][NH:8][C:9](=[O:14])[C:10]([F:13])([F:12])[F:11])[NH:2]2.[NH2:15][C:16]1[S:17][C:18]([C:24]2[CH:25]=[C:26]([CH3:30])[CH:27]=[CH:28][CH:29]=2)=[C:19]([C:21](O)=[O:22])[N:20]=1, predict the reaction product. The product is: [NH2:15][C:16]1[S:17][C:18]([C:24]2[CH:25]=[C:26]([CH3:30])[CH:27]=[CH:28][CH:29]=2)=[C:19]([C:21]([N:2]2[C@H:3]([CH2:7][NH:8][C:9](=[O:14])[C:10]([F:12])([F:13])[F:11])[CH2:4][C@H:5]3[C@@H:1]2[CH2:6]3)=[O:22])[N:20]=1.